From a dataset of Full USPTO retrosynthesis dataset with 1.9M reactions from patents (1976-2016). Predict the reactants needed to synthesize the given product. (1) Given the product [N:11]1[C:12]2[C:17](=[CH:16][CH:15]=[CH:14][CH:13]=2)[CH:18]=[C:9]([C:6]2[CH:7]=[CH:8][C:3]([OH:2])=[CH:4][CH:5]=2)[CH:10]=1, predict the reactants needed to synthesize it. The reactants are: C[O:2][C:3]1[CH:8]=[CH:7][C:6]([C:9]2[CH:10]=[N:11][C:12]3[C:17]([CH:18]=2)=[CH:16][CH:15]=[CH:14][CH:13]=3)=[CH:5][CH:4]=1.[Cl-].[Cl-].[Cl-].[Al+3]. (2) The reactants are: [CH3:1][S:2]([C:5]1[CH:6]=[CH:7][C:8]([N:14]2[CH2:19][CH2:18][O:17][CH2:16][CH2:15]2)=[C:9]([CH:13]=1)[C:10]([OH:12])=O)(=[O:4])=[O:3].[Br:20][C:21]1[CH:22]=[N:23][C:24]([N:27]2[CH2:32][CH2:31][NH:30][CH2:29][CH2:28]2)=[N:25][CH:26]=1. Given the product [Br:20][C:21]1[CH:22]=[N:23][C:24]([N:27]2[CH2:28][CH2:29][N:30]([C:10]([C:9]3[CH:13]=[C:5]([S:2]([CH3:1])(=[O:3])=[O:4])[CH:6]=[CH:7][C:8]=3[N:14]3[CH2:19][CH2:18][O:17][CH2:16][CH2:15]3)=[O:12])[CH2:31][CH2:32]2)=[N:25][CH:26]=1, predict the reactants needed to synthesize it. (3) Given the product [N:16]1[N:17]([C:7]2([CH:13]=[C:3]([C:1]#[N:2])[C:4]([Cl:15])=[N:5][CH:6]2[NH:30][C:34]2[CH:35]=[CH:43][CH:39]=[CH:40][CH:36]=2)[C:8]([OH:10])=[O:9])[N:18]=[CH:19][CH:20]=1, predict the reactants needed to synthesize it. The reactants are: [C:1]([C:3]1[C:4]([Cl:15])=[N:5][C:6](Cl)=[C:7]([CH:13]=1)[C:8]([O:10]CC)=[O:9])#[N:2].[N:16]1[N:17](C2C=C(C=CC=2)N)[N:18]=[CH:19][CH:20]=1.CC[N:30]([CH:34]([CH3:36])[CH3:35])C(C)C.[Li+].[OH-].[CH2:39]1[CH2:43]OC[CH2:40]1. (4) The reactants are: [Br:1][C:2]1[CH:10]=[CH:9][C:5]([C:6](O)=[O:7])=[C:4]([C:11](=[O:21])[C:12]2[CH:17]=[C:16]([O:18][CH3:19])[CH:15]=[C:14]([F:20])[CH:13]=2)[CH:3]=1.[CH:22]([N:25](CC)C(C)C)(C)C.CN(C(ON1N=NC2C=CC=NC1=2)=[N+](C)C)C.F[P-](F)(F)(F)(F)F.CN. Given the product [Br:1][C:2]1[CH:3]=[C:4]2[C:5](=[CH:9][CH:10]=1)[C:6](=[O:7])[N:25]([CH3:22])[C:11]2([C:12]1[CH:17]=[C:16]([O:18][CH3:19])[CH:15]=[C:14]([F:20])[CH:13]=1)[OH:21], predict the reactants needed to synthesize it.